This data is from Catalyst prediction with 721,799 reactions and 888 catalyst types from USPTO. The task is: Predict which catalyst facilitates the given reaction. Reactant: [CH3:1][C:2]1[CH:7]=[CH:6][C:5]([S:8]([NH:11][CH2:12][CH2:13][C:14]2[CH:19]=[CH:18][C:17]([N+:20]([O-:22])=[O:21])=[CH:16][CH:15]=2)(=[O:10])=[O:9])=[CH:4][CH:3]=1.[H-].[Na+].[N+:25]([C:28]1[CH:36]=[CH:35][C:31]([C:32](Cl)=[O:33])=[CH:30][CH:29]=1)([O-:27])=[O:26]. Product: [CH3:1][C:2]1[CH:3]=[CH:4][C:5]([S:8]([N:11]([C:32](=[O:33])[C:31]2[CH:30]=[CH:29][C:28]([N+:25]([O-:27])=[O:26])=[CH:36][CH:35]=2)[CH2:12][CH2:13][C:14]2[CH:19]=[CH:18][C:17]([N+:20]([O-:22])=[O:21])=[CH:16][CH:15]=2)(=[O:9])=[O:10])=[CH:6][CH:7]=1. The catalyst class is: 1.